Task: Predict which catalyst facilitates the given reaction.. Dataset: Catalyst prediction with 721,799 reactions and 888 catalyst types from USPTO (1) Reactant: [Cl:1][C:2]1[CH:7]=[CH:6][C:5]([S:8]([CH2:11][C:12]#[N:13])(=[O:10])=[O:9])=[CH:4][CH:3]=1.[C:14](=S)=[S:15].[H-].[Na+].IC.[CH3:21][S:22]([CH3:24])=O. Product: [Cl:1][C:2]1[CH:3]=[CH:4][C:5]([S:8]([C:11](=[C:21]([S:15][CH3:14])[S:22][CH3:24])[C:12]#[N:13])(=[O:9])=[O:10])=[CH:6][CH:7]=1. The catalyst class is: 6. (2) Reactant: CCN(C(C)C)C(C)C.[CH3:10][O:11][C:12]1[CH:21]=[C:20]2[C:15]([CH:16]=[C:17]([C:23]([OH:25])=O)[C:18](=[O:22])[O:19]2)=[CH:14][CH:13]=1.CN(C(ON1N=NC2C=CC=NC1=2)=[N+](C)C)C.F[P-](F)(F)(F)(F)F.[N:50]1[C:51]([C:59]2[CH:60]=[C:61]([NH2:65])[CH:62]=[CH:63][CH:64]=2)=[CH:52][N:53]2[CH:58]=[CH:57][CH:56]=[CH:55][C:54]=12. Product: [N:50]1[C:51]([C:59]2[CH:60]=[C:61]([NH:65][C:23]([C:17]3[C:18](=[O:22])[O:19][C:20]4[C:15]([CH:16]=3)=[CH:14][CH:13]=[C:12]([O:11][CH3:10])[CH:21]=4)=[O:25])[CH:62]=[CH:63][CH:64]=2)=[CH:52][N:53]2[CH:58]=[CH:57][CH:56]=[CH:55][C:54]=12. The catalyst class is: 9. (3) Reactant: [C@@H:1]12[CH2:7][C@@H:4]([CH2:5][CH2:6]1)[CH2:3][C@@H:2]2[NH:8][C:9]1[S:10][C:11]([CH2:19][CH2:20][OH:21])([CH2:15][C:16]([CH3:18])=[CH2:17])[C:12](=[O:14])[N:13]=1.OS(O)(=O)=O. Product: [C@@H:1]12[CH2:7][C@@H:4]([CH2:5][CH2:6]1)[CH2:3][C@@H:2]2[NH:8][C:9]1[S:10][C:11]2([CH2:19][CH2:20][O:21][C:16]([CH3:18])([CH3:17])[CH2:15]2)[C:12](=[O:14])[N:13]=1. The catalyst class is: 2. (4) Reactant: [CH3:1][C:2]1[C:11]2[C:6](=[N:7][CH:8]=[CH:9][CH:10]=2)[NH:5][C:4](=O)[CH:3]=1.O=P(Cl)(Cl)[Cl:15]. Product: [Cl:15][C:4]1[CH:3]=[C:2]([CH3:1])[C:11]2[C:6](=[N:7][CH:8]=[CH:9][CH:10]=2)[N:5]=1. The catalyst class is: 11.